From a dataset of Catalyst prediction with 721,799 reactions and 888 catalyst types from USPTO. Predict which catalyst facilitates the given reaction. (1) Reactant: Br[C:2]1[C:6]([CH3:7])=[CH:5][S:4][CH:3]=1.[B:8]1([B:8]2[O:12][C:11]([CH3:14])([CH3:13])[C:10]([CH3:16])([CH3:15])[O:9]2)[O:12][C:11]([CH3:14])([CH3:13])[C:10]([CH3:16])([CH3:15])[O:9]1.CC([O-])=O.[K+].C(Cl)Cl. Product: [CH3:15][C:10]1([CH3:16])[C:11]([CH3:14])([CH3:13])[O:12][B:8]([C:2]2[C:6]([CH3:7])=[CH:5][S:4][CH:3]=2)[O:9]1. The catalyst class is: 197. (2) Reactant: [CH2:1]([N:5]1[CH:9]=[C:8]([C:10]2[CH:15]=[CH:14][CH:13]=[CH:12][CH:11]=2)[N:7]=[C:6]1[I:16])[CH2:2][CH2:3][CH3:4].[C:17](O)(=[O:19])C.C=O.C([O-])(=O)C.[Na+]. Product: [CH2:1]([N:5]1[C:9]([CH2:17][OH:19])=[C:8]([C:10]2[CH:11]=[CH:12][CH:13]=[CH:14][CH:15]=2)[N:7]=[C:6]1[I:16])[CH2:2][CH2:3][CH3:4]. The catalyst class is: 6. (3) Reactant: C(N(S(F)(F)[F:7])CC)C.O[C:11]1([CH3:24])[CH2:15][CH2:14][CH2:13][CH:12]1[NH:16][C:17](=[O:23])[O:18][C:19]([CH3:22])([CH3:21])[CH3:20]. Product: [F:7][C:11]1([CH3:24])[CH2:15][CH2:14][CH2:13][CH:12]1[NH:16][C:17](=[O:23])[O:18][C:19]([CH3:22])([CH3:21])[CH3:20]. The catalyst class is: 4. (4) Reactant: [Li+].CC([N-]C(C)C)C.CCCCCCC.C1COCC1.C(C1C=CC=CC=1)C.[C:29]([O:33][C:34](=[O:36])[CH3:35])([CH3:32])([CH3:31])[CH3:30].C[O:38][C:39](=O)[CH2:40][CH:41]([OH:50])[CH2:42][CH2:43][C:44]1[CH:49]=[CH:48][CH:47]=[CH:46][CH:45]=1. Product: [C:29]([O:33][C:34](=[O:36])[CH2:35][C:39](=[O:38])[CH2:40][CH:41]([OH:50])[CH2:42][CH2:43][C:44]1[CH:45]=[CH:46][CH:47]=[CH:48][CH:49]=1)([CH3:32])([CH3:31])[CH3:30]. The catalyst class is: 1.